This data is from Full USPTO retrosynthesis dataset with 1.9M reactions from patents (1976-2016). The task is: Predict the reactants needed to synthesize the given product. (1) The reactants are: Br[C:2]1[CH:3]=[CH:4][C:5]([Cl:8])=[N:6][CH:7]=1.[O:9]=[C:10]1[C@@H:17]2[C@@H:13]([CH2:14][N:15]([C:18]([O:20][C:21]([CH3:24])([CH3:23])[CH3:22])=[O:19])[CH2:16]2)[CH2:12][CH2:11]1. Given the product [C:21]([O:20][C:18]([N:15]1[CH2:16][C@@H:17]2[C:10]([OH:9])([C:2]3[CH:7]=[N:6][C:5]([Cl:8])=[CH:4][CH:3]=3)[CH2:11][CH2:12][C@@H:13]2[CH2:14]1)=[O:19])([CH3:24])([CH3:22])[CH3:23], predict the reactants needed to synthesize it. (2) Given the product [Cl:11][C:12]1[CH:17]=[CH:16][C:15]([F:18])=[CH:14][C:13]=1[C:19]1[O:20][C:21]2[N:22]=[C:23]([CH3:29])[N:24]([CH2:8][CH2:9][CH3:10])[C:25](=[O:28])[C:26]=2[N:27]=1.[Cl:11][C:12]1[CH:17]=[CH:16][C:15]([F:18])=[CH:14][C:13]=1[C:19]1[O:20][C:21]2[N:22]=[C:23]([CH3:29])[N:24]=[C:25]([O:28][CH2:8][CH2:9][CH3:10])[C:26]=2[N:27]=1, predict the reactants needed to synthesize it. The reactants are: C(=O)([O-])[O-].[K+].[K+].Br[CH2:8][CH2:9][CH3:10].[Cl:11][C:12]1[CH:17]=[CH:16][C:15]([F:18])=[CH:14][C:13]=1[C:19]1[O:20][C:21]2[N:22]=[C:23]([CH3:29])[NH:24][C:25](=[O:28])[C:26]=2[N:27]=1.O. (3) Given the product [Br:1][C:2]1[CH:3]=[C:4]([CH3:12])[C:5]2[N:9]=[C:8]([CH3:10])[N:7]([CH2:21][C:15]3[CH:16]=[CH:17][C:18]([Cl:20])=[CH:19][C:14]=3[Cl:13])[C:6]=2[CH:11]=1, predict the reactants needed to synthesize it. The reactants are: [Br:1][C:2]1[CH:3]=[C:4]([CH3:12])[C:5]2[N:9]=[C:8]([CH3:10])[NH:7][C:6]=2[CH:11]=1.[Cl:13][C:14]1[CH:19]=[C:18]([Cl:20])[CH:17]=[CH:16][C:15]=1[CH2:21]Cl. (4) Given the product [Cl:39][C:34]1[CH:33]=[C:32]2[C:37](=[C:36]([Cl:38])[CH:35]=1)[N:29]([C:19]1[C:20](=[O:28])[N:21]([CH:23]([CH2:26][CH3:27])[CH2:24][CH3:25])[CH:22]=[C:17]([CH2:2][CH3:7])[N:18]=1)[CH2:30][CH2:31]2, predict the reactants needed to synthesize it. The reactants are: Br[C:2]1N=C(SC)C(=O)N(C(CC)CC)[CH:7]=1.Br[C:17]1[N:18]=[C:19]([N:29]2[C:37]3[C:32](=[CH:33][C:34]([Cl:39])=[CH:35][C:36]=3[Cl:38])[CH2:31][CH2:30]2)[C:20](=[O:28])[N:21]([CH:23]([CH2:26][CH3:27])[CH2:24][CH3:25])[CH:22]=1.C([Al](CC)CC)C.